From a dataset of Full USPTO retrosynthesis dataset with 1.9M reactions from patents (1976-2016). Predict the reactants needed to synthesize the given product. (1) The reactants are: [Cl:1][C:2]1[C:3]([C:46](=[O:56])[N:47]([CH2:52][CH2:53][CH2:54][CH3:55])[CH2:48][CH2:49][CH2:50][CH3:51])=[N:4][N:5]([C:8]2[CH:29]=[CH:28][C:27]([C:30](=[O:45])[NH:31][S:32]([C:35]3[CH:44]=[CH:43][C:42]4[C:37](=[CH:38][CH:39]=[CH:40][CH:41]=4)[CH:36]=3)(=[O:34])=[O:33])=[CH:26][C:9]=2[C:10]([N:12]2[C@@H:21](C(OC)=O)[CH2:20][C:19]3[C:14](=[CH:15][CH:16]=[CH:17][CH:18]=3)[CH2:13]2)=[O:11])[C:6]=1[CH3:7].Cl[C:58]1C(C(=O)N(CCCC)CCCC)=NN(C2C=CC(C(=O)NS(C3C=CC4C(=CC=CC=4)C=3)(=O)=O)=CC=2C(O)=O)C=1C.CC1C2C(=CC=CC=2)CCN1. Given the product [CH2:48]([N:47]([CH2:52][CH2:53][CH2:54][CH3:55])[C:46]([C:3]1[C:2]([Cl:1])=[C:6]([CH3:7])[N:5]([C:8]2[CH:29]=[CH:28][C:27]([C:30](=[O:45])[NH:31][S:32]([C:35]3[CH:44]=[CH:43][C:42]4[C:37](=[CH:38][CH:39]=[CH:40][CH:41]=4)[CH:36]=3)(=[O:33])=[O:34])=[CH:26][C:9]=2[C:10]([N:12]2[CH2:21][CH2:20][C:19]3[C:14](=[CH:15][CH:16]=[CH:17][CH:18]=3)[CH:13]2[CH3:58])=[O:11])[N:4]=1)=[O:56])[CH2:49][CH2:50][CH3:51], predict the reactants needed to synthesize it. (2) Given the product [Br:21][C:19]1[CH:18]=[CH:17][C:15]2[O:16][C:9]3([O:12][CH2:13][C:14]=2[CH:20]=1)[CH2:10][CH2:11][NH:6][CH2:7][CH2:8]3, predict the reactants needed to synthesize it. The reactants are: C([N:6]1[CH2:11][CH2:10][C:9]2([O:16][C:15]3[CH:17]=[CH:18][C:19]([Br:21])=[CH:20][C:14]=3[CH2:13][O:12]2)[CH2:8][CH2:7]1)(OCC)=O.